This data is from Full USPTO retrosynthesis dataset with 1.9M reactions from patents (1976-2016). The task is: Predict the reactants needed to synthesize the given product. (1) Given the product [Br:1][C:2]1[C:6]2[N:7]=[CH:8][N:9]=[C:10]([NH:11][CH2:12][CH2:14][CH2:20][N:15]3[CH2:19][CH2:18][CH2:17][CH2:16]3)[C:5]=2[S:4][CH:3]=1, predict the reactants needed to synthesize it. The reactants are: [Br:1][C:2]1[C:6]2[N:7]=[CH:8][N:9]=[C:10]([NH:11][CH:12]([CH3:14])C)[C:5]=2[S:4][CH:3]=1.[N:15]1([CH2:20]CCN)[CH2:19][CH2:18][CH2:17][CH2:16]1. (2) Given the product [NH2:27][C:23]1[N:24]=[CH:25][N:26]=[C:21]([NH:1][C@H:2]([C:5]2[N:6]([CH:17]3[CH2:19][CH2:18]3)[C:7](=[O:16])[C:8]3[C:13]([CH:14]=2)=[CH:12][CH:11]=[CH:10][C:9]=3[Cl:15])[CH2:3][CH3:4])[C:22]=1[C:28]1[N:32]=[C:31]([CH3:33])[O:30][N:29]=1, predict the reactants needed to synthesize it. The reactants are: [NH2:1][C@H:2]([C:5]1[N:6]([CH:17]2[CH2:19][CH2:18]2)[C:7](=[O:16])[C:8]2[C:13]([CH:14]=1)=[CH:12][CH:11]=[CH:10][C:9]=2[Cl:15])[CH2:3][CH3:4].Cl[C:21]1[N:26]=[CH:25][N:24]=[C:23]([NH2:27])[C:22]=1[C:28]1[N:32]=[C:31]([CH3:33])[O:30][N:29]=1.CCN(C(C)C)C(C)C. (3) Given the product [OH:41][C:2]1[CH:38]=[N:37][C:5]2[N:6]([C:19]([NH:21][CH:22]([C:26]3[CH:31]=[CH:30][C:29]([O:32][C:33]([F:36])([F:35])[F:34])=[CH:28][CH:27]=3)[CH2:23][O:24][CH3:25])=[O:20])[CH2:7][C:8](=[O:18])[N:9]([CH2:10][O:11][CH2:12][CH2:13][Si:14]([CH3:17])([CH3:16])[CH3:15])[C:4]=2[CH:3]=1, predict the reactants needed to synthesize it. The reactants are: I[C:2]1[CH:38]=[N:37][C:5]2[N:6]([C:19]([NH:21][CH:22]([C:26]3[CH:31]=[CH:30][C:29]([O:32][C:33]([F:36])([F:35])[F:34])=[CH:28][CH:27]=3)[CH2:23][O:24][CH3:25])=[O:20])[CH2:7][C:8](=[O:18])[N:9]([CH2:10][O:11][CH2:12][CH2:13][Si:14]([CH3:17])([CH3:16])[CH3:15])[C:4]=2[CH:3]=1.CC1(C)C(C)(C)OB(B2OC(C)(C)C(C)(C)O2)[O:41]1.C([O-])(=O)C.[K+].[OH-].[Na+].OO. (4) Given the product [C:36]([N:14]1[CH2:13][CH2:12][N:11]([CH2:10][CH2:9][N:8]2[C:4]3[C:3]([O:21][CH2:22][CH:23]4[CH2:26][CH2:25][CH2:24]4)=[C:2]([Br:1])[CH:20]=[CH:19][C:5]=3[N:6]([CH3:18])[C:7]2=[O:17])[CH2:16][CH2:15]1)(=[O:38])[CH3:37], predict the reactants needed to synthesize it. The reactants are: [Br:1][C:2]1[CH:20]=[CH:19][C:5]2[N:6]([CH3:18])[C:7](=[O:17])[N:8]([CH2:9][CH2:10][N:11]3[CH2:16][CH2:15][NH:14][CH2:13][CH2:12]3)[C:4]=2[C:3]=1[O:21][CH2:22][CH:23]1[CH2:26][CH2:25][CH2:24]1.C(N(CC)C(C)C)(C)C.[C:36](Cl)(=[O:38])[CH3:37]. (5) Given the product [Cl:21][C:20]1[CH:19]=[CH:18][C:4]([C:5]([NH:7][C:8]2[CH:13]=[C:12]([O:14][CH3:15])[CH:11]=[C:10]([O:16][CH3:17])[CH:9]=2)=[O:6])=[CH:3][C:2]=1[C:24]1[CH:25]=[CH:26][CH:27]=[CH:28][N:23]=1, predict the reactants needed to synthesize it. The reactants are: Br[C:2]1[CH:3]=[C:4]([CH:18]=[CH:19][C:20]=1[Cl:21])[C:5]([NH:7][C:8]1[CH:13]=[C:12]([O:14][CH3:15])[CH:11]=[C:10]([O:16][CH3:17])[CH:9]=1)=[O:6].[Br-].[N:23]1[CH:28]=[CH:27][CH:26]=[CH:25][C:24]=1[Zn+]. (6) Given the product [NH2:1][C:2]1[N:7]=[C:6]([NH2:8])[C:5]([C:9]2[CH:14]=[CH:13][C:12]([NH:15][CH2:16][C:17]3[CH:22]=[CH:21][C:20]([CH:23]([OH:25])[CH3:24])=[CH:19][CH:18]=3)=[CH:11][CH:10]=2)=[C:4]([CH:26]([CH3:28])[CH3:27])[N:3]=1, predict the reactants needed to synthesize it. The reactants are: [NH2:1][C:2]1[N:7]=[C:6]([NH2:8])[C:5]([C:9]2[CH:14]=[CH:13][C:12]([NH:15][CH2:16][C:17]3[CH:22]=[CH:21][C:20]([C:23](=[O:25])[CH3:24])=[CH:19][CH:18]=3)=[CH:11][CH:10]=2)=[C:4]([CH:26]([CH3:28])[CH3:27])[N:3]=1.[BH4-].[Na+]. (7) Given the product [N:29]1[C:28]2[CH:27]=[CH:26][N:25]=[CH:24][C:23]=2[O:22][C:21]=1[N:18]1[CH2:17][CH2:16][N:15]([C:13]2[CH:12]=[CH:11][N:10]=[C:9]([C@H:7]([OH:6])[CH3:8])[N:14]=2)[CH2:20][CH2:19]1, predict the reactants needed to synthesize it. The reactants are: C([O:6][C@@H:7]([C:9]1[N:14]=[C:13]([N:15]2[CH2:20][CH2:19][N:18]([C:21]3[O:22][C:23]4[CH:24]=[N:25][CH:26]=[CH:27][C:28]=4[N:29]=3)[CH2:17][CH2:16]2)[CH:12]=[CH:11][N:10]=1)[CH3:8])(=O)CCC.C(=O)([O-])[O-].[K+].[K+]. (8) Given the product [CH3:15][C:2]1[CH:3]=[C:4]([NH:5][C:6]2[CH:14]=[CH:13][CH:12]=[CH:11][C:7]=2[C:8]([OH:9])=[O:10])[N:16]([C:18]2[CH:23]=[CH:22][CH:21]=[CH:20][N:19]=2)[N:17]=1, predict the reactants needed to synthesize it. The reactants are: O=[C:2]([CH3:15])[CH2:3][C:4]1[O:9][C:8](=[O:10])[C:7]2[CH:11]=[CH:12][CH:13]=[CH:14][C:6]=2[N:5]=1.[NH:16]([C:18]1[CH:23]=[CH:22][CH:21]=[CH:20][N:19]=1)[NH2:17]. (9) Given the product [C:1]([O:5][C:6]([N:8]1[C@@H:12]([CH2:13][C@@H:14]([O:19][C:23]2[CH:28]=[CH:27][C:26]([N+:29]([O-:31])=[O:30])=[CH:25][CH:24]=2)[C:15]([F:18])([F:16])[F:17])[CH2:11][O:10][C:9]1([CH3:21])[CH3:20])=[O:7])([CH3:4])([CH3:2])[CH3:3], predict the reactants needed to synthesize it. The reactants are: [C:1]([O:5][C:6]([N:8]1[C@@H:12]([CH2:13][C@@H:14]([OH:19])[C:15]([F:18])([F:17])[F:16])[CH2:11][O:10][C:9]1([CH3:21])[CH3:20])=[O:7])([CH3:4])([CH3:3])[CH3:2].F[C:23]1[CH:28]=[CH:27][C:26]([N+:29]([O-:31])=[O:30])=[CH:25][CH:24]=1.C[Si]([N-][Si](C)(C)C)(C)C.[K+].